From a dataset of NCI-60 drug combinations with 297,098 pairs across 59 cell lines. Regression. Given two drug SMILES strings and cell line genomic features, predict the synergy score measuring deviation from expected non-interaction effect. (1) Drug 1: CS(=O)(=O)CCNCC1=CC=C(O1)C2=CC3=C(C=C2)N=CN=C3NC4=CC(=C(C=C4)OCC5=CC(=CC=C5)F)Cl. Drug 2: CC1C(C(CC(O1)OC2CC(CC3=C2C(=C4C(=C3O)C(=O)C5=CC=CC=C5C4=O)O)(C(=O)C)O)N)O. Cell line: OVCAR-5. Synergy scores: CSS=41.8, Synergy_ZIP=5.36, Synergy_Bliss=7.05, Synergy_Loewe=-7.21, Synergy_HSA=6.95. (2) Drug 1: C#CCC(CC1=CN=C2C(=N1)C(=NC(=N2)N)N)C3=CC=C(C=C3)C(=O)NC(CCC(=O)O)C(=O)O. Drug 2: CS(=O)(=O)OCCCCOS(=O)(=O)C. Cell line: OVCAR3. Synergy scores: CSS=-3.93, Synergy_ZIP=-0.586, Synergy_Bliss=-4.98, Synergy_Loewe=-4.87, Synergy_HSA=-4.62. (3) Drug 1: C1=CC(=CC=C1CC(C(=O)O)N)N(CCCl)CCCl.Cl. Drug 2: B(C(CC(C)C)NC(=O)C(CC1=CC=CC=C1)NC(=O)C2=NC=CN=C2)(O)O. Cell line: A498. Synergy scores: CSS=-5.54, Synergy_ZIP=-3.36, Synergy_Bliss=-10.3, Synergy_Loewe=-20.9, Synergy_HSA=-12.8. (4) Drug 1: CN(CC1=CN=C2C(=N1)C(=NC(=N2)N)N)C3=CC=C(C=C3)C(=O)NC(CCC(=O)O)C(=O)O. Drug 2: CC1CCC2CC(C(=CC=CC=CC(CC(C(=O)C(C(C(=CC(C(=O)CC(OC(=O)C3CCCCN3C(=O)C(=O)C1(O2)O)C(C)CC4CCC(C(C4)OC)O)C)C)O)OC)C)C)C)OC. Cell line: KM12. Synergy scores: CSS=15.6, Synergy_ZIP=-0.591, Synergy_Bliss=-2.18, Synergy_Loewe=-24.6, Synergy_HSA=-2.02.